Dataset: Reaction yield outcomes from USPTO patents with 853,638 reactions. Task: Predict the reaction yield, written as a fraction of the theoretical maximum amount of product (1.0 means a 100% yield; for example, 0.34 means a 34% yield). (1) The reactants are O.[OH-].[Li+].C([O:8][C:9](=[O:40])[CH2:10][O:11][C:12]1[C:17]2[CH2:18][CH2:19][CH2:20][CH2:21][CH:22]([NH:23][S:24]([C:27]3[CH:32]=[C:31]([C:33]([F:36])([F:35])[F:34])[CH:30]=[C:29]([CH:37]([CH3:39])[CH3:38])[CH:28]=3)(=[O:26])=[O:25])[C:16]=2[CH:15]=[CH:14][CH:13]=1)(C)(C)C.C1COCC1.CO. The catalyst is O. The product is [CH:37]([C:29]1[CH:28]=[C:27]([S:24]([NH:23][CH:22]2[C:16]3[CH:15]=[CH:14][CH:13]=[C:12]([O:11][CH2:10][C:9]([OH:40])=[O:8])[C:17]=3[CH2:18][CH2:19][CH2:20][CH2:21]2)(=[O:25])=[O:26])[CH:32]=[C:31]([C:33]([F:35])([F:34])[F:36])[CH:30]=1)([CH3:39])[CH3:38]. The yield is 0.860. (2) The reactants are CS(O[N:6]=[C:7](Cl)[CH:8]([CH3:10])[CH3:9])(=O)=O.N1C=CC=CC=1.Cl.[CH3:19][S:20]([C:23]1[N:28]=[CH:27][C:26]([O:29][C@H:30]2[CH2:34][CH2:33][N:32]([CH:35]3[CH2:40][CH2:39][NH:38][CH2:37][CH2:36]3)[C:31]2=[O:41])=[CH:25][CH:24]=1)(=[O:22])=[O:21].FC1C=[C:45]([S:50]([N:53](C)C)(=O)=O)C=CC=1F. No catalyst specified. The product is [CH:8]([C:7]1[N:6]=[C:45]([N:38]2[CH2:39][CH2:40][CH:35]([N:32]3[CH2:33][CH2:34][C@H:30]([O:29][C:26]4[CH:27]=[N:28][C:23]([S:20]([CH3:19])(=[O:21])=[O:22])=[CH:24][CH:25]=4)[C:31]3=[O:41])[CH2:36][CH2:37]2)[S:50][N:53]=1)([CH3:9])[CH3:10]. The yield is 0.460. (3) The reactants are Br[CH2:2][CH2:3][O:4][C:5]1[CH:10]=[CH:9][C:8]([N:11]2[CH2:16][CH2:15][N:14]([C:17]3[CH:18]=[CH:19][C:20]4[N:21]([C:23]([C:26]([F:29])([F:28])[F:27])=[N:24][N:25]=4)[N:22]=3)[CH2:13][CH2:12]2)=[CH:7][CH:6]=1.[C:30]([C:32]1[CH:33]=[N:34][NH:35][CH:36]=1)#[N:31]. No catalyst specified. The product is [F:27][C:26]([F:29])([F:28])[C:23]1[N:21]2[N:22]=[C:17]([N:14]3[CH2:15][CH2:16][N:11]([C:8]4[CH:9]=[CH:10][C:5]([O:4][CH2:3][CH2:2][N:34]5[CH:33]=[C:32]([C:30]#[N:31])[CH:36]=[N:35]5)=[CH:6][CH:7]=4)[CH2:12][CH2:13]3)[CH:18]=[CH:19][C:20]2=[N:25][N:24]=1. The yield is 0.750. (4) The reactants are [NH2:1][C:2]1[C:3]([C:15]([NH2:17])=[O:16])=[CH:4][C:5]2[C:13]3[C:8](=[CH:9][CH:10]=[CH:11][CH:12]=3)[NH:7][C:6]=2[N:14]=1.[OH-].[K+].Cl[CH2:21][C:22]1[NH:23][CH2:24][CH2:25][CH2:26][N:27]=1.Cl. The catalyst is CS(C)=O. The product is [NH2:1][C:2]1[C:3]([C:15]([NH2:17])=[O:16])=[CH:4][C:5]2[C:13]3[C:8](=[CH:9][CH:10]=[CH:11][CH:12]=3)[N:7]([CH2:21][C:22]3[NH:27][CH2:26][CH2:25][CH2:24][N:23]=3)[C:6]=2[N:14]=1. The yield is 0.100. (5) The reactants are [Cl:1][C:2]1[CH:11]=[C:10]([Cl:12])[C:9](B2OC(C)(C)C(C)(C)O2)=[CH:8][C:3]=1[C:4]([O:6][CH3:7])=[O:5].Br[C:23]1[CH:28]=[CH:27][CH:26]=[CH:25][N:24]=1.C(=O)([O-])[O-].[K+].[K+]. The catalyst is O1CCOCC1.O.C1C=CC([P]([Pd]([P](C2C=CC=CC=2)(C2C=CC=CC=2)C2C=CC=CC=2)([P](C2C=CC=CC=2)(C2C=CC=CC=2)C2C=CC=CC=2)[P](C2C=CC=CC=2)(C2C=CC=CC=2)C2C=CC=CC=2)(C2C=CC=CC=2)C2C=CC=CC=2)=CC=1. The product is [Cl:1][C:2]1[CH:11]=[C:10]([Cl:12])[C:9]([C:23]2[CH:28]=[CH:27][CH:26]=[CH:25][N:24]=2)=[CH:8][C:3]=1[C:4]([O:6][CH3:7])=[O:5]. The yield is 0.930.